Dataset: Full USPTO retrosynthesis dataset with 1.9M reactions from patents (1976-2016). Task: Predict the reactants needed to synthesize the given product. (1) Given the product [F:43][C:18]1[CH:17]=[C:16]([NH:15][C:12]([NH:13][C:8](=[O:9])[CH2:7][C:1]2[CH:6]=[CH:5][CH:4]=[CH:3][CH:2]=2)=[S:11])[CH:42]=[CH:41][C:19]=1[O:20][C:21]1[N:26]=[CH:25][N:24]=[C:23]([NH:27][C:28]([N:30]2[CH2:35][CH2:34][CH:33]([N:36]3[CH2:40][CH2:39][CH2:38][CH2:37]3)[CH2:32][CH2:31]2)=[O:29])[CH:22]=1, predict the reactants needed to synthesize it. The reactants are: [C:1]1([CH2:7][C:8](Cl)=[O:9])[CH:6]=[CH:5][CH:4]=[CH:3][CH:2]=1.[S-:11][C:12]#[N:13].[K+].[NH2:15][C:16]1[CH:42]=[CH:41][C:19]([O:20][C:21]2[N:26]=[CH:25][N:24]=[C:23]([NH:27][C:28]([N:30]3[CH2:35][CH2:34][CH:33]([N:36]4[CH2:40][CH2:39][CH2:38][CH2:37]4)[CH2:32][CH2:31]3)=[O:29])[CH:22]=2)=[C:18]([F:43])[CH:17]=1.CCCCCC. (2) The reactants are: [CH3:1][S:2](Cl)(=[O:4])=[O:3].[OH:6][CH2:7][C@H:8]1[CH2:16][C:11]2([O:15][CH2:14][CH2:13][O:12]2)[CH2:10][C@H:9]1[CH2:17][OH:18].C(N(CC)CC)C. Given the product [CH3:1][S:2]([O:6][CH2:7][C@H:8]1[CH2:16][C:11]2([O:12][CH2:13][CH2:14][O:15]2)[CH2:10][C@H:9]1[CH2:17][O:18][S:2]([CH3:1])(=[O:4])=[O:3])(=[O:4])=[O:3], predict the reactants needed to synthesize it. (3) Given the product [C:16]1([B:22]2[O:1][C:2]3=[CH:3][C:4]4[O:8][CH2:7][C@@H:6]([CH2:9][C:10]([O:12][CH3:13])=[O:11])[C:5]=4[CH:14]=[C:15]3[CH2:27][O:24]2)[CH:21]=[CH:20][CH:19]=[CH:18][CH:17]=1, predict the reactants needed to synthesize it. The reactants are: [OH:1][C:2]1[CH:15]=[CH:14][C:5]2[C@H:6]([CH2:9][C:10]([O:12][CH3:13])=[O:11])[CH2:7][O:8][C:4]=2[CH:3]=1.[C:16]1([B:22]([OH:24])O)[CH:21]=[CH:20][CH:19]=[CH:18][CH:17]=1.C=O.[C:27](O)(=O)CC. (4) Given the product [CH3:1][O:2][C:3]1[CH:4]=[C:5]2[C:10](=[CH:11][C:12]=1[O:13][CH3:14])[N:9]=[CH:8][CH:7]=[C:6]2[O:15][C:16]1[CH:22]=[CH:21][C:19]([NH:20][C:28]([NH:36][N:37]2[CH2:43][CH2:42][CH2:41][CH2:40][CH2:39][CH2:38]2)=[O:34])=[C:18]([F:23])[CH:17]=1, predict the reactants needed to synthesize it. The reactants are: [CH3:1][O:2][C:3]1[CH:4]=[C:5]2[C:10](=[CH:11][C:12]=1[O:13][CH3:14])[N:9]=[CH:8][CH:7]=[C:6]2[O:15][C:16]1[CH:22]=[CH:21][C:19]([NH2:20])=[C:18]([F:23])[CH:17]=1.ClC(Cl)(O[C:28](=[O:34])OC(Cl)(Cl)Cl)Cl.[NH2:36][N:37]1[CH2:43][CH2:42][CH2:41][CH2:40][CH2:39][CH2:38]1.C(=O)(O)[O-].[Na+]. (5) The reactants are: Cl[C:2]1[C:7]([F:8])=[CH:6][C:5]([C:9]2[C:18]3[C:13](=[CH:14][C:15]([S:19]([N:22]([C:32]4[CH:36]=[CH:35][O:34][N:33]=4)[CH2:23][C:24]4[CH:29]=[CH:28][C:27]([O:30][CH3:31])=[CH:26][CH:25]=4)(=[O:21])=[O:20])=[CH:16][CH:17]=3)[C:12]([OH:37])=[CH:11][N:10]=2)=[C:4]([O:38][CH3:39])[CH:3]=1.[F:40][C:41]([F:52])([F:51])[C:42]1[CH:43]=[C:44](B(O)O)[CH:45]=[CH:46][CH:47]=1.C1(P(C2CCCCC2)C2C=CC=CC=2C2C(OC)=CC=CC=2OC)CCCCC1.P([O-])([O-])([O-])=O.[K+].[K+].[K+]. Given the product [F:8][C:7]1[CH:6]=[C:5]([C:9]2[C:18]3[C:13](=[CH:14][C:15]([S:19]([N:22]([C:32]4[CH:36]=[CH:35][O:34][N:33]=4)[CH2:23][C:24]4[CH:29]=[CH:28][C:27]([O:30][CH3:31])=[CH:26][CH:25]=4)(=[O:20])=[O:21])=[CH:16][CH:17]=3)[C:12]([OH:37])=[CH:11][N:10]=2)[C:4]([O:38][CH3:39])=[CH:3][C:2]=1[C:46]1[CH:45]=[CH:44][CH:43]=[C:42]([C:41]([F:52])([F:51])[F:40])[CH:47]=1, predict the reactants needed to synthesize it. (6) Given the product [CH2:46]([O:48][C:49](=[O:58])[C:50]([O:20][C:21]1[CH:43]=[CH:42][C:24]2[C:25]3[N:29]([CH2:30][CH2:31][O:32][C:23]=2[CH:22]=1)[CH:28]=[C:27]([C:33]1[N:34]([CH:39]([CH3:41])[CH3:40])[N:35]=[C:36]([CH3:38])[N:37]=1)[N:26]=3)([CH3:56])[C:51]([O:53][CH2:54][CH3:55])=[O:52])[CH3:47], predict the reactants needed to synthesize it. The reactants are: C(OC(N1CCC(C([O:20][C:21]2[CH:43]=[CH:42][C:24]3[C:25]4[N:29]([CH2:30][CH2:31][O:32][C:23]=3[CH:22]=2)[CH:28]=[C:27]([C:33]2[N:34]([CH:39]([CH3:41])[CH3:40])[N:35]=[C:36]([CH3:38])[N:37]=2)[N:26]=4)CC)CC1)=O)C1C=CC=CC=1.[H-].[Na+].[CH2:46]([O:48][C:49](=[O:58])[C:50](Br)([CH3:56])[C:51]([O:53][CH2:54][CH3:55])=[O:52])[CH3:47]. (7) Given the product [CH3:13][O:14][C:15](=[O:41])/[CH:16]=[CH:17]/[C:18]1[CH:19]=[C:20]2[C:37](=[CH:38][CH:39]=1)[O:36][C:23]1([CH2:24][CH2:25][N:26]([CH2:2][CH2:3][C:4]3[C:12]4[C:7](=[CH:8][CH:9]=[CH:10][CH:11]=4)[NH:6][CH:5]=3)[CH2:27][CH2:28]1)[CH2:22][C:21]2=[O:40], predict the reactants needed to synthesize it. The reactants are: Br[CH2:2][CH2:3][C:4]1[C:12]2[C:7](=[CH:8][CH:9]=[CH:10][CH:11]=2)[NH:6][CH:5]=1.[CH3:13][O:14][C:15](=[O:41])/[CH:16]=[CH:17]/[C:18]1[CH:19]=[C:20]2[C:37](=[CH:38][CH:39]=1)[O:36][C:23]1([CH2:28][CH2:27][N:26](C(OC(C)(C)C)=O)[CH2:25][CH2:24]1)[CH2:22][C:21]2=[O:40]. (8) The reactants are: CO.[F:3][C:4]1[CH:9]=[CH:8][C:7]([C@H:10]([N:12]2[CH2:21][C:20]3[C:15](=[CH:16][C:17]4[N:24](C(C5C=CC=CC=5)(C5C=CC=CC=5)C5C=CC=CC=5)[N:23]=[C:22]([C:44]5[CH:49]=[CH:48][N:47]=[C:46]([CH3:50])[CH:45]=5)[C:18]=4[CH:19]=3)[NH:14][C:13]2=[O:51])[CH3:11])=[CH:6][CH:5]=1. Given the product [F:3][C:4]1[CH:9]=[CH:8][C:7]([C@H:10]([N:12]2[CH2:21][C:20]3[C:15](=[CH:16][C:17]4[NH:24][N:23]=[C:22]([C:44]5[CH:49]=[CH:48][N:47]=[C:46]([CH3:50])[CH:45]=5)[C:18]=4[CH:19]=3)[NH:14][C:13]2=[O:51])[CH3:11])=[CH:6][CH:5]=1, predict the reactants needed to synthesize it.